This data is from Catalyst prediction with 721,799 reactions and 888 catalyst types from USPTO. The task is: Predict which catalyst facilitates the given reaction. (1) Reactant: [OH:1][C:2]1[CH:7]=[CH:6][C:5]([C:8](=[O:21])[CH2:9][CH2:10][C:11]2[S:12][C:13]3[CH:20]=[CH:19][CH:18]=[CH:17][C:14]=3[C:15]=2[CH3:16])=[CH:4][C:3]=1[CH3:22].C(=O)([O-])[O-].[K+].[K+].Br[CH2:30][C:31]([O:33][CH2:34][CH3:35])=[O:32].[Cl-].[NH4+]. Product: [CH3:22][C:3]1[CH:4]=[C:5]([C:8](=[O:21])[CH2:9][CH2:10][C:11]2[S:12][C:13]3[CH:20]=[CH:19][CH:18]=[CH:17][C:14]=3[C:15]=2[CH3:16])[CH:6]=[CH:7][C:2]=1[O:1][CH2:30][C:31]([O:33][CH2:34][CH3:35])=[O:32]. The catalyst class is: 21. (2) Product: [F:3][C:4]1[CH:5]=[C:6]([CH:11]2[CH2:16][N:15]([C:17]([O:19][C:20]([CH3:23])([CH3:22])[CH3:21])=[O:18])[CH:14]([CH:24]3[CH2:25][CH2:26][O:27][CH2:28][CH2:29]3)[C:13](=[O:30])[N:12]2[CH2:32][C:33]([O:35][CH3:36])=[O:34])[CH:7]=[C:8]([F:10])[CH:9]=1. Reactant: [H-].[Na+].[F:3][C:4]1[CH:5]=[C:6]([CH:11]2[CH2:16][N:15]([C:17]([O:19][C:20]([CH3:23])([CH3:22])[CH3:21])=[O:18])[CH:14]([CH:24]3[CH2:29][CH2:28][O:27][CH2:26][CH2:25]3)[C:13](=[O:30])[NH:12]2)[CH:7]=[C:8]([F:10])[CH:9]=1.Br[CH2:32][C:33]([O:35][CH3:36])=[O:34]. The catalyst class is: 3. (3) Reactant: F[C:2]1[CH:7]=[CH:6][C:5]([C:8]([N:10]2[CH2:27][CH2:26][C:13]3([C:18]4=[CH:19][CH:20]=[CH:21][N:17]4[C:16]4[CH:22]=[CH:23][CH:24]=[CH:25][C:15]=4[O:14]3)[CH2:12][CH2:11]2)=[O:9])=[CH:4][C:3]=1[S:28]([CH3:31])(=[O:30])=[O:29].[CH3:32][OH:33].[H-].[Na+]. Product: [CH3:32][O:33][C:2]1[CH:7]=[CH:6][C:5]([C:8]([N:10]2[CH2:27][CH2:26][C:13]3([O:14][C:15]4[CH:25]=[CH:24][CH:23]=[CH:22][C:16]=4[N:17]4[CH:21]=[CH:20][CH:19]=[C:18]34)[CH2:12][CH2:11]2)=[O:9])=[CH:4][C:3]=1[S:28]([CH3:31])(=[O:30])=[O:29]. The catalyst class is: 3. (4) Reactant: [O:1]1[CH2:3][C@@H:2]1[CH2:4][N:5]1[C:13](=[O:14])[C:12]2[C:7](=[CH:8][CH:9]=[CH:10][CH:11]=2)[C:6]1=[O:15].[N:16]([C:19]1[CH:24]=[CH:23][C:22]([N:25]2[CH2:30][CH2:29][O:28][CH2:27][C:26]2=[O:31])=[CH:21][CH:20]=1)=[C:17]=[O:18].[Br-].[Li+]. Product: [O:18]=[C:17]1[N:16]([C:19]2[CH:24]=[CH:23][C:22]([N:25]3[CH2:30][CH2:29][O:28][CH2:27][C:26]3=[O:31])=[CH:21][CH:20]=2)[CH2:3][C@H:2]([CH2:4][N:5]2[C:13](=[O:14])[C:12]3[C:7](=[CH:8][CH:9]=[CH:10][CH:11]=3)[C:6]2=[O:15])[O:1]1. The catalyst class is: 262. (5) Reactant: [C:1]1([S:7]([CH:10]2[CH:16]=[C:15](SC3C=CC=CC=3)[CH2:14][CH2:13][C@@H:12]([O:24][Si](C)(C)C)[C@H:11]2[CH3:29])(=[O:9])=[O:8])[CH:6]=[CH:5][CH:4]=[CH:3][CH:2]=1.[CH3:30][C:31]([Si:34](Cl)([CH3:36])[CH3:35])([CH3:33])[CH3:32].N1C=CN=C1.C1C[O:46]CC1.CCCC[N+](CCCC)(CCCC)CCCC.[F-]. Product: [C:1]1([S:7]([C:10]2[C@H:11]([CH3:29])[C@@H:12]([O:24][Si:34]([C:31]([CH3:33])([CH3:32])[CH3:30])([CH3:36])[CH3:35])[C@@H:14]([CH3:13])[C@H:15]([OH:46])[CH:16]=2)(=[O:8])=[O:9])[CH:2]=[CH:3][CH:4]=[CH:5][CH:6]=1. The catalyst class is: 3. (6) Reactant: C(O[C:6](=[O:25])[NH:7][C@H:8]([CH:13]([C:15](=[O:24])[NH:16][CH2:17][C:18]1[CH:23]=[CH:22][CH:21]=[CH:20][CH:19]=1)[OH:14])[CH2:9][CH2:10][CH2:11][CH3:12])(C)(C)C.FC(F)(F)C(O)=O.C(N(CC)C(C)C)(C)C.[NH:42]1[C:50]2[C:45](=[CH:46][CH:47]=[CH:48][CH:49]=2)[C:44]([CH2:51][C@H:52]([NH:56][C:57](=[O:69])[C@@H:58]([NH:60][C:61]([C:63]2[N:64]([CH3:68])[N:65]=[CH:66][CH:67]=2)=[O:62])[CH3:59])C(O)=O)=[CH:43]1.CN(C(ON1N=NC2C=CC=NC1=2)=[N+](C)C)C.F[P-](F)(F)(F)(F)F. Product: [CH2:17]([NH:16][C:15]([CH:13]([OH:14])[C@@H:8]([NH:7][C:6]([C@@H:52]([NH:56][C:57]([C@@H:58]([NH:60][C:61]([C:63]1[N:64]([CH3:68])[N:65]=[CH:66][CH:67]=1)=[O:62])[CH3:59])=[O:69])[CH2:51][C:44]1[C:45]2[C:50](=[CH:49][CH:48]=[CH:47][CH:46]=2)[NH:42][CH:43]=1)=[O:25])[CH2:9][CH2:10][CH2:11][CH3:12])=[O:24])[C:18]1[CH:19]=[CH:20][CH:21]=[CH:22][CH:23]=1. The catalyst class is: 139.